This data is from Full USPTO retrosynthesis dataset with 1.9M reactions from patents (1976-2016). The task is: Predict the reactants needed to synthesize the given product. Given the product [CH3:1][N:2]1[CH2:8][CH2:7][CH2:6][N:5]([CH2:10][C:11]2[CH:12]=[CH:13][C:14]([C:15]([NH:17][C:18]3[C:19]4[CH:32]=[C:31]([C:33]([NH:35][N:36]([CH3:43])[C:37]5[CH:38]=[CH:39][CH:40]=[CH:41][CH:42]=5)=[O:34])[S:30][C:20]=4[NH:21][N:22]=3)=[O:16])=[CH:44][CH:45]=2)[CH2:4][CH2:3]1, predict the reactants needed to synthesize it. The reactants are: [CH3:1][N:2]1[CH2:8][CH2:7][CH2:6][NH:5][CH2:4][CH2:3]1.Cl[CH2:10][C:11]1[CH:45]=[CH:44][C:14]([C:15]([NH:17][C:18]2[C:19]3[CH:32]=[C:31]([C:33]([NH:35][N:36]([CH3:43])[C:37]4[CH:42]=[CH:41][CH:40]=[CH:39][CH:38]=4)=[O:34])[S:30][C:20]=3[N:21](C(OC(C)(C)C)=O)[N:22]=2)=[O:16])=[CH:13][CH:12]=1.ClCC1C=CC(C(NC2C3C=C(C(NN(C4C=CC(Cl)=CC=4)C)=O)SC=3N(C(OC(C)(C)C)=O)N=2)=O)=CC=1.